This data is from Reaction yield outcomes from USPTO patents with 853,638 reactions. The task is: Predict the reaction yield, written as a fraction of the theoretical maximum amount of product (1.0 means a 100% yield; for example, 0.34 means a 34% yield). The reactants are C1(C(C2C=CC=CC=2)=[N:8][NH:9][C:10]2[CH:15]=[CH:14][C:13]([O:16][C:17]([F:23])([F:22])[C:18]([F:21])([F:20])[F:19])=[CH:12][CH:11]=2)C=CC=CC=1.[ClH:30]. The catalyst is CCO. The product is [ClH:30].[F:22][C:17]([F:23])([O:16][C:13]1[CH:12]=[CH:11][C:10]([NH:9][NH2:8])=[CH:15][CH:14]=1)[C:18]([F:19])([F:21])[F:20]. The yield is 0.820.